From a dataset of Forward reaction prediction with 1.9M reactions from USPTO patents (1976-2016). Predict the product of the given reaction. (1) The product is: [CH2:11]([O:18][C:19]1[C:20](=[O:22])[N:34]2[CH2:35][CH2:36][N:32]([CH2:31][CH2:30][O:29][CH3:28])[C:33]2=[N:37][C:2]=1[C:1]([O:8][CH2:9][CH3:10])=[O:7])[C:12]1[CH:13]=[CH:14][CH:15]=[CH:16][CH:17]=1. Given the reactants [C:1]([O:8][CH2:9][CH3:10])(=[O:7])[C:2](OCC)=O.[CH2:11]([O:18][CH2:19][C:20]([O:22]CC)=O)[C:12]1[CH:17]=[CH:16][CH:15]=[CH:14][CH:13]=1.[H-].[Na+].Br.[CH3:28][O:29][CH2:30][CH2:31][N:32]1[CH2:36][CH2:35][N:34]=[C:33]1[NH2:37], predict the reaction product. (2) Given the reactants Cl[C:2]1[CH:7]=[C:6]([C:8]2[C:9]([CH:29]3[CH2:31][CH2:30]3)=[N:10][C:11]([N:16]3[CH2:21][CH2:20][N:19]([C:22](=[O:27])[CH2:23][CH2:24][O:25][CH3:26])[C@H:18]([CH3:28])[CH2:17]3)=[C:12]([C:14]#[N:15])[CH:13]=2)[CH:5]=[C:4]([O:32][CH3:33])[N:3]=1.[CH:34]([B-](F)(F)F)=[CH2:35].[K+].[F-].[Cs+], predict the reaction product. The product is: [CH:29]1([C:9]2[C:8]([C:6]3[CH:7]=[C:2]([CH:34]=[CH2:35])[N:3]=[C:4]([O:32][CH3:33])[CH:5]=3)=[CH:13][C:12]([C:14]#[N:15])=[C:11]([N:16]3[CH2:21][CH2:20][N:19]([C:22](=[O:27])[CH2:23][CH2:24][O:25][CH3:26])[C@H:18]([CH3:28])[CH2:17]3)[N:10]=2)[CH2:30][CH2:31]1.